From a dataset of Forward reaction prediction with 1.9M reactions from USPTO patents (1976-2016). Predict the product of the given reaction. (1) Given the reactants [C:1]([O:5][C:6]([N:8]([CH3:10])[NH2:9])=[O:7])([CH3:4])([CH3:3])[CH3:2].[F:11][C:12]1[CH:13]=[C:14](B(O)O)[CH:15]=[CH:16][CH:17]=1.C(N(CC)CC)C, predict the reaction product. The product is: [C:1]([O:5][C:6]([N:8]([CH3:10])[NH:9][C:16]1[CH:15]=[CH:14][CH:13]=[C:12]([F:11])[CH:17]=1)=[O:7])([CH3:4])([CH3:3])[CH3:2]. (2) Given the reactants [O:1]=[C:2]1[NH:7][CH:6]([CH2:8][C:9]2[CH:32]=[CH:31][C:12]([O:13][C:14]3[CH:30]=[CH:29][C:17]([CH:18]=[C:19]4[CH:27]=[CH:26][C:25]5[NH:24][C:23](=[O:28])[CH2:22][C:21]=5[CH2:20]4)=[CH:16][CH:15]=3)=[CH:11][CH:10]=2)[CH2:5][O:4][CH2:3]1, predict the reaction product. The product is: [O:1]=[C:2]1[NH:7][CH:6]([CH2:8][C:9]2[CH:32]=[CH:31][C:12]([O:13][C:14]3[CH:30]=[CH:29][C:17]([CH2:18][C:19]4[CH:20]=[C:21]5[C:25](=[CH:26][CH:27]=4)[NH:24][C:23](=[O:28])[CH2:22]5)=[CH:16][CH:15]=3)=[CH:11][CH:10]=2)[CH2:5][O:4][CH2:3]1. (3) Given the reactants [CH2:1]([O:3][C:4](=[O:32])[CH2:5][NH:6][CH2:7][C:8]1[CH:13]=[CH:12][CH:11]=[C:10]([O:14][CH2:15][C:16]2[N:17]=[C:18]([C:22]3[CH:27]=[CH:26][C:25]([C:28]([F:31])([F:30])[F:29])=[CH:24][CH:23]=3)[O:19][C:20]=2[CH3:21])[CH:9]=1)[CH3:2].C(N(CC)CC)C.[C:40]([NH:44][S:45](Cl)(=[O:47])=[O:46])([CH3:43])([CH3:42])[CH3:41], predict the reaction product. The product is: [CH2:1]([O:3][C:4](=[O:32])[CH2:5][N:6]([S:45]([NH:44][C:40]([CH3:43])([CH3:42])[CH3:41])(=[O:47])=[O:46])[CH2:7][C:8]1[CH:13]=[CH:12][CH:11]=[C:10]([O:14][CH2:15][C:16]2[N:17]=[C:18]([C:22]3[CH:23]=[CH:24][C:25]([C:28]([F:31])([F:30])[F:29])=[CH:26][CH:27]=3)[O:19][C:20]=2[CH3:21])[CH:9]=1)[CH3:2].